Regression. Given two drug SMILES strings and cell line genomic features, predict the synergy score measuring deviation from expected non-interaction effect. From a dataset of NCI-60 drug combinations with 297,098 pairs across 59 cell lines. (1) Drug 1: CC1=C(C=C(C=C1)NC2=NC=CC(=N2)N(C)C3=CC4=NN(C(=C4C=C3)C)C)S(=O)(=O)N.Cl. Drug 2: COCCOC1=C(C=C2C(=C1)C(=NC=N2)NC3=CC=CC(=C3)C#C)OCCOC.Cl. Cell line: SNB-75. Synergy scores: CSS=9.70, Synergy_ZIP=-2.47, Synergy_Bliss=1.77, Synergy_Loewe=1.72, Synergy_HSA=3.47. (2) Drug 1: C1CCN(CC1)CCOC2=CC=C(C=C2)C(=O)C3=C(SC4=C3C=CC(=C4)O)C5=CC=C(C=C5)O. Drug 2: C1CC(C1)(C(=O)O)C(=O)O.[NH2-].[NH2-].[Pt+2]. Cell line: MALME-3M. Synergy scores: CSS=31.1, Synergy_ZIP=-8.89, Synergy_Bliss=0.408, Synergy_Loewe=-1.03, Synergy_HSA=-0.616. (3) Drug 1: CC1=CC2C(CCC3(C2CCC3(C(=O)C)OC(=O)C)C)C4(C1=CC(=O)CC4)C. Drug 2: CC12CCC3C(C1CCC2OP(=O)(O)O)CCC4=C3C=CC(=C4)OC(=O)N(CCCl)CCCl.[Na+]. Cell line: MCF7. Synergy scores: CSS=-26.5, Synergy_ZIP=7.64, Synergy_Bliss=-2.39, Synergy_Loewe=-16.3, Synergy_HSA=-14.3.